Dataset: Forward reaction prediction with 1.9M reactions from USPTO patents (1976-2016). Task: Predict the product of the given reaction. (1) Given the reactants Cl[C:2]1[N:3]=[C:4]([NH:21][C:22]2[CH:23]=[C:24]([CH:28]=[CH:29][CH:30]=2)[C:25]([NH2:27])=[O:26])[C:5]2[CH:10]=[CH:9][N:8]([S:11]([C:14]3[CH:20]=[CH:19][C:17]([CH3:18])=[CH:16][CH:15]=3)(=[O:13])=[O:12])[C:6]=2[N:7]=1.[NH2:31][C:32]1[CH:37]=[CH:36][C:35]([N:38]2[CH2:43][CH2:42][N:41]([C:44](=[O:46])[CH3:45])[CH2:40][CH2:39]2)=[CH:34][CH:33]=1.C[Si](Cl)(C)C, predict the reaction product. The product is: [C:44]([N:41]1[CH2:40][CH2:39][N:38]([C:35]2[CH:36]=[CH:37][C:32]([NH:31][C:2]3[N:3]=[C:4]([NH:21][C:22]4[CH:23]=[C:24]([CH:28]=[CH:29][CH:30]=4)[C:25]([NH2:27])=[O:26])[C:5]4[CH:10]=[CH:9][N:8]([S:11]([C:14]5[CH:20]=[CH:19][C:17]([CH3:18])=[CH:16][CH:15]=5)(=[O:12])=[O:13])[C:6]=4[N:7]=3)=[CH:33][CH:34]=2)[CH2:43][CH2:42]1)(=[O:46])[CH3:45]. (2) Given the reactants [F:1][C:2]([F:20])([C:6]1[CH:7]=[C:8]2[C:13](=[CH:14][CH:15]=1)[C:12]([CH3:17])([CH3:16])[CH2:11][CH2:10][C:9]2([CH3:19])[CH3:18])[C:3]([OH:5])=O.[CH3:21][O:22][C:23](=[O:31])[C:24]1[CH:29]=[CH:28][C:27]([NH2:30])=[CH:26][CH:25]=1.CCN(CC)CC.[NH4+].[Cl-], predict the reaction product. The product is: [F:20][C:2]([F:1])([C:6]1[CH:7]=[C:8]2[C:13](=[CH:14][CH:15]=1)[C:12]([CH3:16])([CH3:17])[CH2:11][CH2:10][C:9]2([CH3:19])[CH3:18])[C:3]([NH:30][C:27]1[CH:26]=[CH:25][C:24]([C:23]([O:22][CH3:21])=[O:31])=[CH:29][CH:28]=1)=[O:5]. (3) Given the reactants Br[C:2]1[CH:20]=[CH:19][C:5]([O:6][C:7]2[CH:8]=[CH:9][C:10]([C:17]#[N:18])=[C:11]([CH:16]=2)[C:12]([O:14][CH3:15])=[O:13])=[CH:4][C:3]=1[CH:21]=[O:22].[B:23]1([B:23]2[O:27][C:26]([CH3:29])([CH3:28])[C:25]([CH3:31])([CH3:30])[O:24]2)[O:27][C:26]([CH3:29])([CH3:28])[C:25]([CH3:31])([CH3:30])[O:24]1.C([O-])(=O)C.[K+], predict the reaction product. The product is: [C:17]([C:10]1[CH:9]=[CH:8][C:7]([O:6][C:5]2[CH:19]=[CH:20][C:2]([B:23]3[O:27][C:26]([CH3:29])([CH3:28])[C:25]([CH3:31])([CH3:30])[O:24]3)=[C:3]([CH:21]=[O:22])[CH:4]=2)=[CH:16][C:11]=1[C:12]([O:14][CH3:15])=[O:13])#[N:18]. (4) Given the reactants [CH3:1][N:2]([CH3:7])[C@H:3]([CH3:6])[CH2:4][OH:5].[Cl:8][C:9]1[CH:10]=[C:11]([NH:24][C:25]2[C:34]3[C:29](=[CH:30][CH:31]=[CH:32][C:33]=3F)[N:28]=[CH:27][N:26]=2)[CH:12]=[CH:13][C:14]=1[O:15][CH2:16][C:17]1[CH:22]=[CH:21][CH:20]=[C:19]([F:23])[CH:18]=1, predict the reaction product. The product is: [Cl:8][C:9]1[CH:10]=[C:11]([NH:24][C:25]2[C:34]3[C:29](=[CH:30][CH:31]=[CH:32][C:33]=3[O:5][CH2:4][C@H:3]([N:2]([CH3:7])[CH3:1])[CH3:6])[N:28]=[CH:27][N:26]=2)[CH:12]=[CH:13][C:14]=1[O:15][CH2:16][C:17]1[CH:22]=[CH:21][CH:20]=[C:19]([F:23])[CH:18]=1. (5) Given the reactants [Cl:1][C:2]1[N:3]=[C:4](Cl)[C:5]2[S:10][CH2:9][CH2:8][C:6]=2[N:7]=1.C(N(C(C)C)CC)(C)C.[F:21][C:22]1[CH:23]=[C:24]([NH2:28])[CH:25]=[CH:26][CH:27]=1, predict the reaction product. The product is: [Cl:1][C:2]1[N:3]=[C:4]([NH:28][C:24]2[CH:25]=[CH:26][CH:27]=[C:22]([F:21])[CH:23]=2)[C:5]2[S:10][CH2:9][CH2:8][C:6]=2[N:7]=1. (6) Given the reactants Br[C:2]1[CH:7]=[CH:6][N:5]=[C:4]2[N:8]([CH3:24])[CH:9]=[C:10]([CH:11]=[C:12]3[C:16](=[O:17])[C:15]4[C:18]([OH:23])=[CH:19][C:20]([OH:22])=[CH:21][C:14]=4[O:13]3)[C:3]=12.[CH3:25][O:26][C:27]1[CH:32]=[CH:31][C:30](B2OC(C)(C)C(C)(C)O2)=[CH:29][CH:28]=1.COCCOC, predict the reaction product. The product is: [OH:23][C:18]1[C:15]2[C:16](=[O:17])/[C:12](=[CH:11]/[C:10]3[C:3]4[C:4](=[N:5][CH:6]=[CH:7][C:2]=4[C:30]4[CH:31]=[CH:32][C:27]([O:26][CH3:25])=[CH:28][CH:29]=4)[N:8]([CH3:24])[CH:9]=3)/[O:13][C:14]=2[CH:21]=[C:20]([OH:22])[CH:19]=1. (7) Given the reactants Cl.[F:2][CH:3]1[CH2:8][CH2:7][NH:6][CH2:5][CH2:4]1.CC(C)([O-])C.[Na+].[CH3:15][O:16][C:17]1[CH:22]=[CH:21][C:20]([CH:23]2[C:32]3[C:27](=[CH:28][C:29]([O:33][CH2:34][CH2:35][CH2:36]OS(C)(=O)=O)=[CH:30][CH:31]=3)[CH2:26][N:25]([CH3:42])[CH2:24]2)=[CH:19][CH:18]=1.C([O-])([O-])=O.[Na+].[Na+], predict the reaction product. The product is: [F:2][CH:3]1[CH2:8][CH2:7][N:6]([CH2:36][CH2:35][CH2:34][O:33][C:29]2[CH:28]=[C:27]3[C:32]([CH:23]([C:20]4[CH:19]=[CH:18][C:17]([O:16][CH3:15])=[CH:22][CH:21]=4)[CH2:24][N:25]([CH3:42])[CH2:26]3)=[CH:31][CH:30]=2)[CH2:5][CH2:4]1. (8) The product is: [CH3:1][O:2][CH2:3][O:4][C:5]1[CH:12]=[CH:11][CH:10]=[CH:9][C:6]=1[CH2:7][S:22][C:19]1[CH:18]=[CH:17][C:16]([NH2:15])=[CH:20][CH:14]=1. Given the reactants [CH3:1][O:2][CH2:3][O:4][C:5]1[CH:12]=[CH:11][CH:10]=[CH:9][C:6]=1[CH2:7]O.C[C:14]1[CH:19]=[CH:18][CH:17]=[C:16]([CH3:20])[N:15]=1.C[S:22](OS(C)(=O)=O)(=O)=O.[Br-].[Li+], predict the reaction product. (9) Given the reactants [CH2:1]([O:8][CH2:9][N:10]1[C:18]2[C:17]([O:19][CH3:20])=[N:16][CH:15]=[N:14][C:13]=2[C:12]([C@H:21]2[C@H:25]([OH:26])[C@H:24]([OH:27])[C@@H:23]([CH2:28][OH:29])[N:22]2[C:30]([O:32][C:33]([CH3:36])([CH3:35])[CH3:34])=[O:31])=[CH:11]1)[C:2]1[CH:7]=[CH:6][CH:5]=[CH:4][CH:3]=1.[C:37](Cl)([C:50]1[CH:55]=[CH:54][CH:53]=[CH:52][CH:51]=1)([C:44]1[CH:49]=[CH:48][CH:47]=[CH:46][CH:45]=1)[C:38]1[CH:43]=[CH:42][CH:41]=[CH:40][CH:39]=1.C(N(CC)CC)C, predict the reaction product. The product is: [CH2:1]([O:8][CH2:9][N:10]1[C:18]2[C:17]([O:19][CH3:20])=[N:16][CH:15]=[N:14][C:13]=2[C:12]([C@H:21]2[C@H:25]([OH:26])[C@H:24]([OH:27])[C@@H:23]([CH2:28][O:29][C:37]([C:38]3[CH:43]=[CH:42][CH:41]=[CH:40][CH:39]=3)([C:50]3[CH:51]=[CH:52][CH:53]=[CH:54][CH:55]=3)[C:44]3[CH:45]=[CH:46][CH:47]=[CH:48][CH:49]=3)[N:22]2[C:30]([O:32][C:33]([CH3:36])([CH3:35])[CH3:34])=[O:31])=[CH:11]1)[C:2]1[CH:7]=[CH:6][CH:5]=[CH:4][CH:3]=1.